This data is from Full USPTO retrosynthesis dataset with 1.9M reactions from patents (1976-2016). The task is: Predict the reactants needed to synthesize the given product. (1) The reactants are: C([Li])CCC.[CH3:6][N:7]1[CH:11]=[N:10][CH:9]=[N:8]1.Br[C:13]1[S:14][C:15]([C:19]2[C:20]([CH3:34])=[N:21][N:22]3[C:27]([CH:28]([CH2:31][CH3:32])[CH2:29][CH3:30])=[CH:26][C:25]([CH3:33])=[N:24][C:23]=23)=[C:16]([Br:18])[N:17]=1. Given the product [Br:18][C:16]1[N:17]=[C:13]([C:11]2[N:7]([CH3:6])[N:8]=[CH:9][N:10]=2)[S:14][C:15]=1[C:19]1[C:20]([CH3:34])=[N:21][N:22]2[C:27]([CH:28]([CH2:29][CH3:30])[CH2:31][CH3:32])=[CH:26][C:25]([CH3:33])=[N:24][C:23]=12, predict the reactants needed to synthesize it. (2) The reactants are: Cl[C:2]1[C:7]([N+:8]([O-:10])=[O:9])=[CH:6][CH:5]=[CH:4][N:3]=1.Cl.[CH3:12][O:13][CH2:14][CH2:15][CH2:16][CH2:17][NH2:18].C(N(C(C)C)CC)(C)C. Given the product [CH3:12][O:13][CH2:14][CH2:15][CH2:16][CH2:17][NH:18][C:2]1[C:7]([N+:8]([O-:10])=[O:9])=[CH:6][CH:5]=[CH:4][N:3]=1, predict the reactants needed to synthesize it. (3) Given the product [NH:11]1[C:15]2[N:16]=[CH:17][CH:18]=[CH:19][C:14]=2[CH:13]=[C:12]1[C:20]([O:22][CH3:23])=[O:21], predict the reactants needed to synthesize it. The reactants are: S([N:11]1[C:19]2[CH:18]=[CH:17][N:16]=[CH:15][C:14]=2[CH:13]=[C:12]1[C:20]([O:22][CH2:23]C)=[O:21])(C1C=CC(C)=CC=1)(=O)=O.C([O-])([O-])=O.[Cs+].[Cs+]. (4) Given the product [CH2:15]([O:14][C:12]1[C:24]2([CH2:7][CH2:6][O:10][CH2:23][CH2:22]2)[C:4](=[O:5])[CH:13]=1)[CH3:16], predict the reactants needed to synthesize it. The reactants are: CN([CH:4]=[O:5])C.[C:6](Cl)(=[O:10])[C:7](Cl)=O.[CH2:12]([O:14][C:15]#[CH:16])[CH3:13].C(N([CH2:22][CH3:23])CC)C.[CH2:24](Cl)Cl. (5) The reactants are: [CH3:1][O:2][C:3]([CH2:5]P(OC)(OC)=O)=[O:4].[H-].[Na+].[C:14]([O:18][C:19](=[O:30])[NH:20][CH:21]([CH:24]1[CH2:29][CH2:28][CH2:27][CH2:26][CH2:25]1)[CH:22]=O)([CH3:17])([CH3:16])[CH3:15].O. Given the product [CH3:1][O:2][C:3](=[O:4])[CH:5]=[CH:22][CH:21]([NH:20][C:19]([O:18][C:14]([CH3:15])([CH3:17])[CH3:16])=[O:30])[CH:24]1[CH2:29][CH2:28][CH2:27][CH2:26][CH2:25]1, predict the reactants needed to synthesize it. (6) The reactants are: ClC(Cl)(O[C:5](=[O:11])OC(Cl)(Cl)Cl)Cl.[C:13]1([CH2:19][O:20][C:21](=[O:40])[NH:22][C@@:23]2([CH2:37][CH:38]=[CH2:39])[CH2:28][CH2:27][NH:26][C@@H:25]([C:29]3[CH:34]=[CH:33][C:32]([F:35])=[CH:31][C:30]=3[CH3:36])[CH2:24]2)[CH:18]=[CH:17][CH:16]=[CH:15][CH:14]=1.[F:41][C:42]([F:57])([F:56])[C:43]1[CH:44]=[C:45]([CH2:53][NH:54][CH3:55])[CH:46]=[C:47]([C:49]([F:52])([F:51])[F:50])[CH:48]=1.C([O-])(O)=O.[Na+]. Given the product [C:13]1([CH2:19][O:20][C:21](=[O:40])[NH:22][C@@:23]2([CH2:37][CH:38]=[CH2:39])[CH2:28][CH2:27][N:26]([C:5]([N:54]([CH2:53][C:45]3[CH:46]=[C:47]([C:49]([F:50])([F:51])[F:52])[CH:48]=[C:43]([C:42]([F:41])([F:56])[F:57])[CH:44]=3)[CH3:55])=[O:11])[C@@H:25]([C:29]3[CH:34]=[CH:33][C:32]([F:35])=[CH:31][C:30]=3[CH3:36])[CH2:24]2)[CH:14]=[CH:15][CH:16]=[CH:17][CH:18]=1, predict the reactants needed to synthesize it. (7) Given the product [I:12][C:11]1[N:6]2[CH:7]=[CH:8][CH:9]=[CH:10][C:5]2=[N:4][C:3]=1[CH2:2][O:13][C:14]1[CH:23]=[CH:22][CH:21]=[CH:20][C:15]=1[C:16]([O:18][CH3:19])=[O:17], predict the reactants needed to synthesize it. The reactants are: Cl[CH2:2][C:3]1[N:4]=[C:5]2[CH:10]=[CH:9][CH:8]=[CH:7][N:6]2[C:11]=1[I:12].[OH:13][C:14]1[CH:23]=[CH:22][CH:21]=[CH:20][C:15]=1[C:16]([O:18][CH3:19])=[O:17].C(=O)([O-])[O-].[Cs+].[Cs+].O. (8) Given the product [C:1]([O:4][C:5]1[C:14]2[C:9](=[C:10]([CH2:19][Cl:25])[CH:11]=[C:12]([CH:15]([CH2:17][CH3:18])[CH3:16])[CH:13]=2)[N:8]=[C:7]([CH3:21])[C:6]=1[CH3:22])(=[O:3])[CH3:2], predict the reactants needed to synthesize it. The reactants are: [C:1]([O:4][C:5]1[C:14]2[C:9](=[C:10]([CH2:19]O)[CH:11]=[C:12]([CH:15]([CH2:17][CH3:18])[CH3:16])[CH:13]=2)[N:8]=[C:7]([CH3:21])[C:6]=1[CH3:22])(=[O:3])[CH3:2].S(Cl)([Cl:25])=O.